This data is from Forward reaction prediction with 1.9M reactions from USPTO patents (1976-2016). The task is: Predict the product of the given reaction. (1) Given the reactants [CH3:1][O:2][C:3]1[CH:8]=[CH:7][C:6]([C:9]2[CH:10]=[CH:11][C:12]([C:16]([O:18][CH2:19][C:20]3[CH:25]=[CH:24][CH:23]=[CH:22][CH:21]=3)=[O:17])=[N:13][C:14]=2[CH3:15])=[CH:5][CH:4]=1.[I:26]I, predict the reaction product. The product is: [I:26][C:8]1[CH:7]=[C:6]([C:9]2[CH:10]=[CH:11][C:12]([C:16]([O:18][CH2:19][C:20]3[CH:25]=[CH:24][CH:23]=[CH:22][CH:21]=3)=[O:17])=[N:13][C:14]=2[CH3:15])[CH:5]=[CH:4][C:3]=1[O:2][CH3:1]. (2) Given the reactants [Cl:1][CH2:2][C:3](=O)[CH2:4][C:5]([O:7][CH2:8][CH3:9])=[O:6].S(=O)(=O)(O)O.[C:16]1(O)[CH:23]=C(C)[CH:20]=[C:18]([OH:19])[CH:17]=1, predict the reaction product. The product is: [Cl:1][CH2:2][C:3]1[C:9]2[C:8](=[CH:20][C:18]([OH:19])=[CH:17][C:16]=2[CH3:23])[O:7][C:5](=[O:6])[CH:4]=1. (3) Given the reactants [Cl-].CN(C)C=[N+](C)C.[Cu:9]Cl.C(OCC)C.[CH3:16][Si:17]([CH3:24])([CH3:23])[N-:18][Si:19]([CH3:22])([CH3:21])[CH3:20].[Li+], predict the reaction product. The product is: [CH3:16][Si:17]([CH3:24])([CH3:23])[N-:18][Si:19]([CH3:22])([CH3:21])[CH3:20].[Cu+:9]. (4) Given the reactants Cl[C:2]1[CH:7]=[CH:6][C:5]([C:8]2[C:12]3[O:13][C:14]([N:18]4[CH2:23][CH2:22][O:21][CH2:20][CH2:19]4)=[CH:15][C:16](=[O:17])[C:11]=3[S:10][CH:9]=2)=[CH:4][CH:3]=1.CC(C)([O-])C.[Na+].C1(P(C2CCCCC2)C2C=CC=CC=2C2C(C(C)C)=CC(C(C)C)=CC=2C(C)C)CCCCC1.[NH:64]1[CH2:69][CH2:68][O:67][CH2:66][CH2:65]1, predict the reaction product. The product is: [O:21]1[CH2:22][CH2:23][N:18]([C:14]2[O:13][C:12]3[C:8]([C:5]4[CH:6]=[CH:7][C:2]([N:64]5[CH2:69][CH2:68][O:67][CH2:66][CH2:65]5)=[CH:3][CH:4]=4)=[CH:9][S:10][C:11]=3[C:16](=[O:17])[CH:15]=2)[CH2:19][CH2:20]1. (5) Given the reactants C([O:3][C:4]([C:6]1[S:7][C:8]([CH:11]([O:13][C:14]2[CH:19]=[C:18]([CH3:20])[C:17]([C:21]3[CH:26]=[CH:25][C:24]([C:27]([CH3:30])([CH3:29])[CH3:28])=[CH:23][CH:22]=3)=[C:16]([CH3:31])[CH:15]=2)[CH3:12])=[CH:9][CH:10]=1)=[O:5])C.[OH-].[Li+].Cl, predict the reaction product. The product is: [C:27]([C:24]1[CH:23]=[CH:22][C:21]([C:17]2[C:18]([CH3:20])=[CH:19][C:14]([O:13][CH:11]([C:8]3[S:7][C:6]([C:4]([OH:5])=[O:3])=[CH:10][CH:9]=3)[CH3:12])=[CH:15][C:16]=2[CH3:31])=[CH:26][CH:25]=1)([CH3:30])([CH3:28])[CH3:29].